This data is from NCI-60 drug combinations with 297,098 pairs across 59 cell lines. The task is: Regression. Given two drug SMILES strings and cell line genomic features, predict the synergy score measuring deviation from expected non-interaction effect. (1) Drug 1: C1CCC(C1)C(CC#N)N2C=C(C=N2)C3=C4C=CNC4=NC=N3. Drug 2: CC1OCC2C(O1)C(C(C(O2)OC3C4COC(=O)C4C(C5=CC6=C(C=C35)OCO6)C7=CC(=C(C(=C7)OC)O)OC)O)O. Cell line: PC-3. Synergy scores: CSS=19.6, Synergy_ZIP=-4.78, Synergy_Bliss=-2.58, Synergy_Loewe=-17.2, Synergy_HSA=-4.06. (2) Drug 1: CC1=C(C=C(C=C1)NC2=NC=CC(=N2)N(C)C3=CC4=NN(C(=C4C=C3)C)C)S(=O)(=O)N.Cl. Drug 2: C1CN(CCN1C(=O)CCBr)C(=O)CCBr. Cell line: SK-MEL-2. Synergy scores: CSS=-2.98, Synergy_ZIP=1.80, Synergy_Bliss=2.11, Synergy_Loewe=-2.60, Synergy_HSA=-2.29. (3) Drug 1: CC(C)NC(=O)C1=CC=C(C=C1)CNNC.Cl. Drug 2: C1CNP(=O)(OC1)N(CCCl)CCCl. Cell line: NCIH23. Synergy scores: CSS=5.17, Synergy_ZIP=-3.09, Synergy_Bliss=-7.10, Synergy_Loewe=-0.404, Synergy_HSA=-3.57. (4) Drug 1: CN1CCC(CC1)COC2=C(C=C3C(=C2)N=CN=C3NC4=C(C=C(C=C4)Br)F)OC. Drug 2: C1=C(C(=O)NC(=O)N1)F. Cell line: EKVX. Synergy scores: CSS=36.8, Synergy_ZIP=-4.27, Synergy_Bliss=-1.97, Synergy_Loewe=2.35, Synergy_HSA=4.04. (5) Drug 1: CCC(=C(C1=CC=CC=C1)C2=CC=C(C=C2)OCCN(C)C)C3=CC=CC=C3.C(C(=O)O)C(CC(=O)O)(C(=O)O)O. Drug 2: C(CC(=O)O)C(=O)CN.Cl. Cell line: SN12C. Synergy scores: CSS=4.09, Synergy_ZIP=-2.08, Synergy_Bliss=-1.14, Synergy_Loewe=-2.37, Synergy_HSA=-2.83. (6) Drug 1: C1CC(C1)(C(=O)O)C(=O)O.[NH2-].[NH2-].[Pt+2]. Drug 2: CNC(=O)C1=NC=CC(=C1)OC2=CC=C(C=C2)NC(=O)NC3=CC(=C(C=C3)Cl)C(F)(F)F. Cell line: A549. Synergy scores: CSS=5.49, Synergy_ZIP=-3.52, Synergy_Bliss=-1.49, Synergy_Loewe=-11.9, Synergy_HSA=-3.37. (7) Drug 1: C1=NC(=NC(=O)N1C2C(C(C(O2)CO)O)O)N. Drug 2: CS(=O)(=O)OCCCCOS(=O)(=O)C. Cell line: SF-539. Synergy scores: CSS=11.9, Synergy_ZIP=-2.17, Synergy_Bliss=-1.41, Synergy_Loewe=-17.1, Synergy_HSA=-1.33.